From a dataset of Full USPTO retrosynthesis dataset with 1.9M reactions from patents (1976-2016). Predict the reactants needed to synthesize the given product. (1) Given the product [CH3:13][O:12][C:9]1[CH:10]=[C:11]2[C:6](=[CH:7][C:8]=1[O:14][CH3:15])[N:5]=[C:4]([CH3:16])[N:3]=[C:2]2[NH:17][C:18]1[CH:19]=[C:20]([C:24]([O:26][CH3:28])=[O:25])[Se:21][C:22]=1[CH3:23], predict the reactants needed to synthesize it. The reactants are: Cl[C:2]1[C:11]2[C:6](=[CH:7][C:8]([O:14][CH3:15])=[C:9]([O:12][CH3:13])[CH:10]=2)[N:5]=[C:4]([CH3:16])[N:3]=1.[NH2:17][C:18]1[CH:19]=[C:20]([C:24]([O-:26])=[O:25])[Se:21][C:22]=1[CH3:23].O.[CH:28](O)(C)C. (2) Given the product [C:18]([C:17]1[CH:20]=[CH:21][C:14]([N:5]([CH2:1][S:32]([C:26]2[CH:31]=[CH:30][CH:29]=[CH:28][CH:27]=2)(=[O:34])=[O:33])[C:4](=[O:11])[O:6][C:7]([CH3:10])([CH3:9])[CH3:8])=[C:15]([S:22]([CH3:25])(=[O:23])=[O:24])[CH:16]=1)#[N:19], predict the reactants needed to synthesize it. The reactants are: [CH:1](O)=O.[C:4](=[O:11])([O:6][C:7]([CH3:10])([CH3:9])[CH3:8])[NH2:5].C([C:14]1[CH:21]=[CH:20][C:17]([C:18]#[N:19])=[CH:16][C:15]=1[S:22]([CH3:25])(=[O:24])=[O:23])=O.[C:26]1([S:32]([O-:34])=[O:33])[CH:31]=[CH:30][CH:29]=[CH:28][CH:27]=1.[Na+]. (3) Given the product [CH2:1]([O:8][C:9]1[CH:22]=[CH:21][C:12]([O:13][Si:14]([C:17]([CH3:20])([CH3:19])[CH3:18])([CH3:16])[CH3:15])=[C:11]([CH3:24])[CH:10]=1)[C:2]1[CH:7]=[CH:6][CH:5]=[CH:4][CH:3]=1, predict the reactants needed to synthesize it. The reactants are: [CH2:1]([O:8][C:9]1[CH:22]=[CH:21][C:12]([O:13][Si:14]([C:17]([CH3:20])([CH3:19])[CH3:18])([CH3:16])[CH3:15])=[C:11](Br)[CH:10]=1)[C:2]1[CH:7]=[CH:6][CH:5]=[CH:4][CH:3]=1.[CH3:24][Sn](C)(C)C. (4) Given the product [F:1][C:2]1[CH:3]=[C:4]2[C:5]([CH:11]=[CH:10][C:9](=[O:18])[NH:8]2)=[CH:6][CH:7]=1, predict the reactants needed to synthesize it. The reactants are: [F:1][C:2]1[CH:3]=[C:4]([NH:8][C:9](=[O:18])/[CH:10]=[CH:11]/C2C=CC=CC=2)[CH:5]=[CH:6][CH:7]=1.[Cl-].[Cl-].[Cl-].[Al+3].FC1C(F)=C2C(C=CC(=O)N2)=CC=1.